From a dataset of Full USPTO retrosynthesis dataset with 1.9M reactions from patents (1976-2016). Predict the reactants needed to synthesize the given product. Given the product [ClH:1].[N:3]1[CH:8]=[CH:7][CH:6]=[CH:5][C:4]=1[N:9]([CH2:33][C:34]([OH:36])=[O:35])[C:10]([C:12]1[CH:32]=[CH:31][C:15]2[N:16]([CH3:30])[C:17]([CH2:19][CH2:20][C:21]3[CH:26]=[CH:25][C:24]([C:27](=[NH:28])[NH2:29])=[CH:23][CH:22]=3)=[N:18][C:14]=2[CH:13]=1)=[O:11], predict the reactants needed to synthesize it. The reactants are: [ClH:1].Cl.[N:3]1[CH:8]=[CH:7][CH:6]=[CH:5][C:4]=1[N:9]([CH2:33][C:34]([O:36]CC)=[O:35])[C:10]([C:12]1[CH:32]=[CH:31][C:15]2[N:16]([CH3:30])[C:17]([CH2:19][CH2:20][C:21]3[CH:26]=[CH:25][C:24]([C:27](=[NH:29])[NH2:28])=[CH:23][CH:22]=3)=[N:18][C:14]=2[CH:13]=1)=[O:11].[OH-].[Na+].